The task is: Predict the reactants needed to synthesize the given product.. This data is from Full USPTO retrosynthesis dataset with 1.9M reactions from patents (1976-2016). (1) The reactants are: [CH3:1][C:2]1[NH:6][N:5]=[C:4]([OH:7])[C:3]=1[C:8]1[C:17]2[C:12](=[CH:13][CH:14]=[CH:15][CH:16]=2)[CH:11]=[CH:10][CH:9]=1.Br[C:19]([CH3:26])([CH3:25])[C:20]([O:22][CH2:23][CH3:24])=[O:21].C(=O)([O-])[O-].[K+].[K+].O. Given the product [CH3:25][C:19]([O:7][C:4]1[C:3]([C:8]2[C:17]3[C:12](=[CH:13][CH:14]=[CH:15][CH:16]=3)[CH:11]=[CH:10][CH:9]=2)=[C:2]([CH3:1])[NH:6][N:5]=1)([CH3:26])[C:20]([O:22][CH2:23][CH3:24])=[O:21], predict the reactants needed to synthesize it. (2) Given the product [N:35]1[O:36][N:37]=[C:33]2[CH:32]=[C:31]([CH2:30][N:11]3[C:10]4[CH:12]=[CH:13][C:14]([O:16][CH2:17][C:18]5[CH:27]=[CH:26][C:25]6[C:20](=[CH:21][CH:22]=[CH:23][CH:24]=6)[N:19]=5)=[CH:15][C:9]=4[N:8]=[C:7]3[CH2:6][C:2]([CH3:28])([CH3:1])[C:3]([OH:5])=[O:4])[CH:39]=[CH:38][C:34]=12, predict the reactants needed to synthesize it. The reactants are: [CH3:1][C:2]([CH3:28])([CH2:6][C:7]1[NH:11][C:10]2[CH:12]=[CH:13][C:14]([O:16][CH2:17][C:18]3[CH:27]=[CH:26][C:25]4[C:20](=[CH:21][CH:22]=[CH:23][CH:24]=4)[N:19]=3)=[CH:15][C:9]=2[N:8]=1)[C:3]([OH:5])=[O:4].Br[CH2:30][C:31]1[CH:39]=[CH:38][C:34]2=[N:35][O:36][N:37]=[C:33]2[CH:32]=1.C(=O)([O-])[O-].[K+].[K+]. (3) Given the product [CH3:12][N:13]([CH:15]=[C:2]1[CH2:3][CH2:4][C:5]2[C:10](=[CH:9][CH:8]=[CH:7][CH:6]=2)[C:1]1=[O:11])[CH3:14], predict the reactants needed to synthesize it. The reactants are: [C:1]1(=[O:11])[C:10]2[C:5](=[CH:6][CH:7]=[CH:8][CH:9]=2)[CH2:4][CH2:3][CH2:2]1.[CH3:12][N:13]([CH:15](OC)OC)[CH3:14].CC(OC(N(C)C)N(C)C)(C)C. (4) Given the product [CH3:1][S:2]([C:5]1[CH:10]=[CH:9][C:8]([C:11]2[CH:12]=[CH:13][C:14]([O:17][CH2:18][CH:19]3[CH2:20][CH2:21][N:22]([CH2:25][C:27]4([C:31]([F:33])([F:34])[F:32])[CH2:28][CH2:29][CH2:30]4)[CH2:23][CH2:24]3)=[CH:15][CH:16]=2)=[CH:7][CH:6]=1)(=[O:4])=[O:3], predict the reactants needed to synthesize it. The reactants are: [CH3:1][S:2]([C:5]1[CH:10]=[CH:9][C:8]([C:11]2[CH:16]=[CH:15][C:14]([O:17][CH2:18][CH:19]3[CH2:24][CH2:23][N:22]([C:25]([C:27]4([C:31]([F:34])([F:33])[F:32])[CH2:30][CH2:29][CH2:28]4)=O)[CH2:21][CH2:20]3)=[CH:13][CH:12]=2)=[CH:7][CH:6]=1)(=[O:4])=[O:3].[H-].[H-].[H-].[H-].[Li+].[Al+3].O. (5) Given the product [N:1]1([CH2:15][CH2:16][CH2:17][C:18]#[N:19])[CH2:6][CH2:5][O:4][CH2:3][CH2:2]1, predict the reactants needed to synthesize it. The reactants are: [NH:1]1[CH2:6][CH2:5][O:4][CH2:3][CH2:2]1.C1(C)C=CC=CC=1.Cl[CH2:15][CH2:16][CH2:17][C:18]#[N:19]. (6) Given the product [CH2:18]([O:17][C:15]([CH2:14][O:12][C:7]1[CH:6]=[CH:5][C:4]([N+:1]([O-:3])=[O:2])=[CH:11][C:8]=1[CH:9]=[O:10])=[O:16])[CH3:19], predict the reactants needed to synthesize it. The reactants are: [N+:1]([C:4]1[CH:11]=[C:8]([CH:9]=[O:10])[C:7]([OH:12])=[CH:6][CH:5]=1)([O-:3])=[O:2].Br[CH2:14][C:15]([O:17][CH2:18][CH3:19])=[O:16].C([O-])([O-])=O.[K+].[K+].[Na+].[I-]. (7) Given the product [C:1]12([NH:11][CH2:20][C:18]3[S:19][C:13]4[O:12][CH:16]=[CH:15][C:14]=4[CH:17]=3)[CH2:8][CH:7]3[CH2:6][CH:5]([CH2:4][CH:3]([CH2:9]3)[CH2:2]1)[CH2:10]2, predict the reactants needed to synthesize it. The reactants are: [C:1]12([NH2:11])[CH2:10][CH:5]3[CH2:6][CH:7]([CH2:9][CH:3]([CH2:4]3)[CH2:2]1)[CH2:8]2.[O:12]1[CH:16]=[CH:15][C:14]2[CH:17]=[C:18]([C:20](O)=O)[S:19][C:13]1=2. (8) Given the product [Cl:1][C:2]1[N:7]=[C:6]([NH:29][S:26]([CH2:25][C:20]2[CH:21]=[C:22]([Cl:24])[CH:23]=[C:18]([Cl:17])[CH:19]=2)(=[O:27])=[O:28])[C:5]([O:9][CH3:10])=[CH:4][N:3]=1, predict the reactants needed to synthesize it. The reactants are: [Cl:1][C:2]1[N:7]=[C:6](Cl)[C:5]([O:9][CH3:10])=[CH:4][N:3]=1.C([O-])([O-])=O.[K+].[K+].[Cl:17][C:18]1[CH:19]=[C:20]([CH2:25][S:26]([NH2:29])(=[O:28])=[O:27])[CH:21]=[C:22]([Cl:24])[CH:23]=1. (9) Given the product [Cl:27][C:18]1[C:19]([C:20]([O:22][CH3:23])=[O:21])=[C:24]([CH3:26])[CH:25]=[C:16]2[C:17]=1[CH:28]=[CH:29][NH:15]2, predict the reactants needed to synthesize it. The reactants are: ClC1C(C(OC)=O)=CC=C2C=1C=CN2.[NH2:15][C:16]1[CH:25]=[C:24]([CH3:26])[C:19]([C:20]([O:22][CH3:23])=[O:21])=[C:18]([Cl:27])[C:17]=1[C:28]#[CH:29].